From a dataset of NCI-60 drug combinations with 297,098 pairs across 59 cell lines. Regression. Given two drug SMILES strings and cell line genomic features, predict the synergy score measuring deviation from expected non-interaction effect. (1) Drug 1: CN1CCC(CC1)COC2=C(C=C3C(=C2)N=CN=C3NC4=C(C=C(C=C4)Br)F)OC. Drug 2: C1=C(C(=O)NC(=O)N1)F. Cell line: ACHN. Synergy scores: CSS=46.9, Synergy_ZIP=-3.71, Synergy_Bliss=-1.62, Synergy_Loewe=0.420, Synergy_HSA=2.95. (2) Drug 1: CN(C(=O)NC(C=O)C(C(C(CO)O)O)O)N=O. Drug 2: CC12CCC3C(C1CCC2OP(=O)(O)O)CCC4=C3C=CC(=C4)OC(=O)N(CCCl)CCCl.[Na+]. Cell line: NCI/ADR-RES. Synergy scores: CSS=2.29, Synergy_ZIP=4.66, Synergy_Bliss=-1.20, Synergy_Loewe=-2.41, Synergy_HSA=-1.62. (3) Drug 1: C1=CC=C(C=C1)NC(=O)CCCCCCC(=O)NO. Drug 2: CCN(CC)CCNC(=O)C1=C(NC(=C1C)C=C2C3=C(C=CC(=C3)F)NC2=O)C. Cell line: SK-MEL-5. Synergy scores: CSS=12.9, Synergy_ZIP=-2.21, Synergy_Bliss=-4.66, Synergy_Loewe=-11.8, Synergy_HSA=-5.10. (4) Drug 1: C(CC(=O)O)C(=O)CN.Cl. Drug 2: C1=CN(C=N1)CC(O)(P(=O)(O)O)P(=O)(O)O. Cell line: SN12C. Synergy scores: CSS=8.30, Synergy_ZIP=-0.933, Synergy_Bliss=5.90, Synergy_Loewe=3.71, Synergy_HSA=3.75. (5) Drug 1: CC1=C2C(C(=O)C3(C(CC4C(C3C(C(C2(C)C)(CC1OC(=O)C(C(C5=CC=CC=C5)NC(=O)OC(C)(C)C)O)O)OC(=O)C6=CC=CC=C6)(CO4)OC(=O)C)O)C)O. Drug 2: C1C(C(OC1N2C=NC(=NC2=O)N)CO)O. Cell line: HOP-92. Synergy scores: CSS=-0.936, Synergy_ZIP=-0.432, Synergy_Bliss=0.472, Synergy_Loewe=-7.12, Synergy_HSA=-6.39. (6) Drug 1: C1=CC(=C2C(=C1NCCNCCO)C(=O)C3=C(C=CC(=C3C2=O)O)O)NCCNCCO. Drug 2: COCCOC1=C(C=C2C(=C1)C(=NC=N2)NC3=CC=CC(=C3)C#C)OCCOC.Cl. Cell line: OVCAR-5. Synergy scores: CSS=38.2, Synergy_ZIP=4.67, Synergy_Bliss=7.95, Synergy_Loewe=-0.846, Synergy_HSA=10.9. (7) Synergy scores: CSS=6.87, Synergy_ZIP=-3.91, Synergy_Bliss=-5.70, Synergy_Loewe=-3.68, Synergy_HSA=-3.27. Drug 1: CN(C)N=NC1=C(NC=N1)C(=O)N. Drug 2: CN(C(=O)NC(C=O)C(C(C(CO)O)O)O)N=O. Cell line: SF-295.